Dataset: Full USPTO retrosynthesis dataset with 1.9M reactions from patents (1976-2016). Task: Predict the reactants needed to synthesize the given product. (1) Given the product [F:35][C:23]1[C:24](=[O:34])[N:25]2[C:29](=[C:30]([C:31]([OH:33])=[O:32])[C:22]=1[NH:20][C:11]1[CH:12]=[CH:13][C:14]([C:16]([F:18])([F:19])[F:17])=[CH:15][C:10]=1[F:9])[CH2:28][CH2:27][CH2:26]2, predict the reactants needed to synthesize it. The reactants are: [Li+].CC([N-]C(C)C)C.[F:9][C:10]1[CH:15]=[C:14]([C:16]([F:19])([F:18])[F:17])[CH:13]=[CH:12][C:11]=1[NH2:20].Cl[C:22]1[C:30]([C:31]([OH:33])=[O:32])=[C:29]2[N:25]([CH2:26][CH2:27][CH2:28]2)[C:24](=[O:34])[C:23]=1[F:35]. (2) Given the product [CH3:29][CH:28]([CH3:30])[CH2:27][NH:31][C:14]([C:13]1[S:12][C:11]([O:17][C:18]2[CH:23]=[CH:22][C:21]3[O:24][CH2:25][O:26][C:20]=3[CH:19]=2)=[C:9]2[C:10]3[N:2]([CH3:1])[N:3]=[CH:4][C:5]=3[CH2:6][CH2:7][C:8]=12)=[O:15], predict the reactants needed to synthesize it. The reactants are: [CH3:1][N:2]1[C:10]2[C:9]3=[C:11]([O:17][C:18]4[CH:23]=[CH:22][C:21]5[O:24][CH2:25][O:26][C:20]=5[CH:19]=4)[S:12][C:13]([C:14](O)=[O:15])=[C:8]3[CH2:7][CH2:6][C:5]=2[CH:4]=[N:3]1.[CH2:27]([NH2:31])[CH:28]([CH3:30])[CH3:29].CCN=C=NCCCN(C)C.C1C=CC2N(O)N=NC=2C=1. (3) Given the product [CH3:35][C:34]1[CH:37]=[N:36][CH:31]=[CH:32][C:33]=1[N:14]1[CH2:13][CH2:12][C:11]2([CH2:17][CH2:18][CH2:19][N:9]([C:6]3[CH:5]=[CH:4][C:3]([C:2]([F:1])([F:20])[F:21])=[CH:8][N:7]=3)[CH2:10]2)[C:15]1=[O:16], predict the reactants needed to synthesize it. The reactants are: [F:1][C:2]([F:21])([F:20])[C:3]1[CH:4]=[CH:5][C:6]([N:9]2[CH2:19][CH2:18][CH2:17][C:11]3([C:15](=[O:16])[NH:14][CH2:13][CH2:12]3)[CH2:10]2)=[N:7][CH:8]=1.O1CCOCC1.CN[C@H]1[CH2:35][CH2:34][CH2:33][CH2:32][C@@H:31]1[NH:36][CH3:37].BrC1C=CN=CC=1C.C(=O)([O-])[O-].[K+].[K+]. (4) The reactants are: [CH3:1][O:2][C:3](=[O:10])[CH2:4][C@H:5]1[CH2:8][C@@H:7]([OH:9])[CH2:6]1.C1(P(C2C=CC=CC=2)C2C=CC=CC=2)C=CC=CC=1.[N+:30]([C:33]1[CH:41]=[CH:40][C:36]([C:37](O)=[O:38])=[CH:35][CH:34]=1)([O-:32])=[O:31].C1(C)C=CC=CC=1. Given the product [CH3:1][O:2][C:3]([CH2:4][C@H:5]1[CH2:8][C@H:7]([O:9][C:37](=[O:38])[C:36]2[CH:35]=[CH:34][C:33]([N+:30]([O-:32])=[O:31])=[CH:41][CH:40]=2)[CH2:6]1)=[O:10], predict the reactants needed to synthesize it.